From a dataset of Forward reaction prediction with 1.9M reactions from USPTO patents (1976-2016). Predict the product of the given reaction. (1) Given the reactants CN(C(ON1N=NC2C=CC=CC1=2)=[N+](C)C)C.[B-](F)(F)(F)F.CCN(C(C)C)C(C)C.[C:32]([C:34]1[C:35]([N:47]2[CH2:52][CH2:51][CH:50]([C:53]([OH:55])=O)[CH2:49][CH2:48]2)=[N:36][C:37]([CH3:46])=[C:38]([C:40]([O:42][CH:43]([CH3:45])[CH3:44])=[O:41])[CH:39]=1)#[N:33].[Cl:56][C:57]1[CH:62]=[CH:61][CH:60]=[CH:59][C:58]=1[CH2:63][S:64]([NH2:67])(=[O:66])=[O:65].C([O-])(O)=O.[Na+], predict the reaction product. The product is: [Cl:56][C:57]1[CH:62]=[CH:61][CH:60]=[CH:59][C:58]=1[CH2:63][S:64]([NH:67][C:53]([CH:50]1[CH2:51][CH2:52][N:47]([C:35]2[C:34]([C:32]#[N:33])=[CH:39][C:38]([C:40]([O:42][CH:43]([CH3:44])[CH3:45])=[O:41])=[C:37]([CH3:46])[N:36]=2)[CH2:48][CH2:49]1)=[O:55])(=[O:65])=[O:66]. (2) The product is: [Cl:8][C:6]1[N:7]=[C:2]([CH:10]=[C:11]([CH3:22])[CH3:15])[C:3]([NH2:9])=[N:4][CH:5]=1. Given the reactants Br[C:2]1[C:3]([NH2:9])=[N:4][CH:5]=[C:6]([Cl:8])[N:7]=1.[CH3:10][C:11]1([CH3:22])[C:15](C)(C)OB(C=C(C)C)O1.C([O-])([O-])=O.[K+].[K+], predict the reaction product. (3) Given the reactants C(O[C:9]1[CH:14]=[CH:13][CH:12]=[CH:11][C:10]=1[C:15]1[CH:24]=[CH:23][C:22]([N+:25]([O-])=O)=[CH:21][C:16]=1[C:17]([O:19]C)=[O:18])C1C=CC=CC=1, predict the reaction product. The product is: [NH2:25][C:22]1[CH:23]=[CH:24][C:15]2[C:10]3[C:9](=[CH:14][CH:13]=[CH:12][CH:11]=3)[O:19][C:17](=[O:18])[C:16]=2[CH:21]=1.